This data is from Catalyst prediction with 721,799 reactions and 888 catalyst types from USPTO. The task is: Predict which catalyst facilitates the given reaction. (1) Reactant: C([O:4][CH:5]1[C:10]2[CH:11]=[CH:12][S:13][C:9]=2[CH2:8][CH2:7][CH2:6]1)(=O)C.[Br:14]N1C(=O)CCC1=O.O.[OH-].[Na+]. Product: [Br:14][C:12]1[S:13][C:9]2[CH2:8][CH2:7][CH2:6][CH:5]([OH:4])[C:10]=2[CH:11]=1. The catalyst class is: 22. (2) Reactant: [CH3:1][C:2]([CH3:24])=[CH:3][C:4]([NH:6][C:7]1[CH:12]=[CH:11][C:10]([CH:13]([CH2:19][CH2:20][CH2:21][CH2:22][CH3:23])[C:14]([O:16][CH2:17][CH3:18])=[O:15])=[CH:9][CH:8]=1)=[O:5].[Cl-].[Al+3].[Cl-].[Cl-].O. Product: [CH3:24][C:2]1([CH3:1])[C:12]2[C:7](=[CH:8][CH:9]=[C:10]([CH:13]([CH2:19][CH2:20][CH2:21][CH2:22][CH3:23])[C:14]([O:16][CH2:17][CH3:18])=[O:15])[CH:11]=2)[NH:6][C:4](=[O:5])[CH2:3]1. The catalyst class is: 2. (3) Reactant: CON(C)[C:4](=[O:24])[CH:5]([N:13]1[C:17]2=[N:18][CH:19]=[CH:20][C:21]([O:22][CH3:23])=[C:16]2[CH:15]=[N:14]1)[CH2:6][CH:7]1[CH2:12][CH2:11][O:10][CH2:9][CH2:8]1.[CH:26]([Mg]Br)=[CH2:27].Cl. Product: [CH3:23][O:22][C:21]1[CH:20]=[CH:19][N:18]=[C:17]2[N:13]([CH:5]([CH2:6][CH:7]3[CH2:8][CH2:9][O:10][CH2:11][CH2:12]3)[C:4](=[O:24])[CH:26]=[CH2:27])[N:14]=[CH:15][C:16]=12. The catalyst class is: 7. (4) Reactant: [Cl:1][C:2]1[CH:10]=[CH:9][C:5]([C:6](Cl)=[O:7])=[CH:4][C:3]=1[N+:11]([O-:13])=[O:12].[CH3:14][N:15]([CH3:19])[CH2:16][CH2:17][NH2:18].C([O-])(O)=O.[Na+]. Product: [Cl:1][C:2]1[CH:10]=[CH:9][C:5]([C:6]([NH:18][CH2:17][CH2:16][N:15]([CH3:19])[CH3:14])=[O:7])=[CH:4][C:3]=1[N+:11]([O-:13])=[O:12]. The catalyst class is: 1. (5) Reactant: [Cl:1][C:2]1[CH:19]=[CH:18][C:17]([Cl:20])=[CH:16][C:3]=1[CH2:4][N:5]1[CH2:10][CH2:9][NH:8][C:7]2[N:11]=[CH:12][C:13]([I:15])=[CH:14][C:6]1=2.[H-].[Na+].I[CH3:24]. Product: [Cl:1][C:2]1[CH:19]=[CH:18][C:17]([Cl:20])=[CH:16][C:3]=1[CH2:4][N:5]1[CH2:10][CH2:9][N:8]([CH3:24])[C:7]2[N:11]=[CH:12][C:13]([I:15])=[CH:14][C:6]1=2. The catalyst class is: 9. (6) Reactant: [H-].[Na+].[N:3]1[N:4]([CH2:8][CH2:9][O:10][CH2:11][C:12]2[CH:17]=[CH:16][C:15]([OH:18])=[CH:14][CH:13]=2)[N:5]=[CH:6][CH:7]=1.Cl[CH2:20][C:21]1[N:22]=[C:23]([CH:26]=[CH:27][C:28]2[CH:33]=[CH:32][C:31]([O:34][C:35]([F:38])([F:37])[F:36])=[CH:30][CH:29]=2)[O:24][CH:25]=1.O. Product: [F:38][C:35]([F:36])([F:37])[O:34][C:31]1[CH:32]=[CH:33][C:28](/[CH:27]=[CH:26]/[C:23]2[O:24][CH:25]=[C:21]([CH2:20][O:18][C:15]3[CH:16]=[CH:17][C:12]([CH2:11][O:10][CH2:9][CH2:8][N:4]4[N:5]=[CH:6][CH:7]=[N:3]4)=[CH:13][CH:14]=3)[N:22]=2)=[CH:29][CH:30]=1. The catalyst class is: 3. (7) Reactant: Br[C:2]1[CH:3]=[N:4][N:5]2[C:10]([O:11][CH3:12])=[C:9]([CH:13]([CH3:15])[CH3:14])[C:8]([CH3:16])=[N:7][C:6]=12.CC1(C)C(C)(C)OB([C:25]2[CH:26]=[N:27][N:28]([CH2:30][O:31][CH2:32][CH2:33][Si:34]([CH3:37])([CH3:36])[CH3:35])[CH:29]=2)O1.C([O-])([O-])=O.[Cs+].[Cs+]. Product: [CH:13]([C:9]1[C:8]([CH3:16])=[N:7][C:6]2[N:5]([N:4]=[CH:3][C:2]=2[C:25]2[CH:26]=[N:27][N:28]([CH2:30][O:31][CH2:32][CH2:33][Si:34]([CH3:37])([CH3:36])[CH3:35])[CH:29]=2)[C:10]=1[O:11][CH3:12])([CH3:15])[CH3:14]. The catalyst class is: 551. (8) Reactant: [OH:1][CH:2]1[CH2:7][CH:6]2[N:8]([C:9]([O:11][C:12]([CH3:15])([CH3:14])[CH3:13])=[O:10])[CH:3]1[CH2:4][CH2:5]2.[H-].[Na+].Cl[C:19]1[N:24]=[CH:23][C:22]([C:25]([F:28])([F:27])[F:26])=[CH:21][N:20]=1.O. Product: [F:26][C:25]([F:28])([F:27])[C:22]1[CH:21]=[N:20][C:19]([O:1][CH:2]2[CH2:7][CH:6]3[N:8]([C:9]([O:11][C:12]([CH3:15])([CH3:14])[CH3:13])=[O:10])[CH:3]2[CH2:4][CH2:5]3)=[N:24][CH:23]=1. The catalyst class is: 3. (9) Reactant: Cl[C:2]1[CH:3]=[CH:4][C:5]2[N:6]([CH:8]=[C:9]([C:11]([O:13][CH2:14][CH3:15])=[O:12])[N:10]=2)[N:7]=1.[CH:16]12[NH:23][CH:20]([CH2:21][CH2:22]1)[CH2:19][CH:18]([O:24][CH2:25][C:26]1[C:27]([C:34]3[CH:39]=[CH:38][CH:37]=[CH:36][C:35]=3[O:40][C:41]([F:44])([F:43])[F:42])=[N:28][O:29][C:30]=1[CH:31]1[CH2:33][CH2:32]1)[CH2:17]2.[F-].[K+].O. Product: [CH:31]1([C:30]2[O:29][N:28]=[C:27]([C:34]3[CH:39]=[CH:38][CH:37]=[CH:36][C:35]=3[O:40][C:41]([F:42])([F:43])[F:44])[C:26]=2[CH2:25][O:24][CH:18]2[CH2:17][CH:16]3[N:23]([C:2]4[CH:3]=[CH:4][C:5]5[N:6]([CH:8]=[C:9]([C:11]([O:13][CH2:14][CH3:15])=[O:12])[N:10]=5)[N:7]=4)[CH:20]([CH2:21][CH2:22]3)[CH2:19]2)[CH2:32][CH2:33]1.[C:11]([OH:13])([C:41]([F:42])([F:43])[F:44])=[O:12]. The catalyst class is: 37.